Dataset: Peptide-MHC class I binding affinity with 185,985 pairs from IEDB/IMGT. Task: Regression. Given a peptide amino acid sequence and an MHC pseudo amino acid sequence, predict their binding affinity value. This is MHC class I binding data. (1) The peptide sequence is FLKEQGGL. The MHC is HLA-B44:03 with pseudo-sequence HLA-B44:03. The binding affinity (normalized) is 0. (2) The binding affinity (normalized) is 0.589. The peptide sequence is LLSNFGAPSY. The MHC is HLA-A30:02 with pseudo-sequence HLA-A30:02. (3) The peptide sequence is FHKNMIKTY. The MHC is HLA-B15:01 with pseudo-sequence HLA-B15:01. The binding affinity (normalized) is 0.0766.